This data is from Reaction yield outcomes from USPTO patents with 853,638 reactions. The task is: Predict the reaction yield, written as a fraction of the theoretical maximum amount of product (1.0 means a 100% yield; for example, 0.34 means a 34% yield). The reactants are [C:1]([O-:4])([OH:3])=[O:2].[Na+].[CH2:6]([O:8][C:9]([C:11]1[S:15][C:14]([NH2:16])=[N:13][C:12]=1[CH3:17])=[O:10])[CH3:7].ClC(O[CH2:22][C:23]1[CH:28]=[CH:27][CH:26]=[CH:25][CH:24]=1)=O. The catalyst is C1COCC1.ClCCl.O. The product is [CH2:6]([O:8][C:9]([C:11]1[S:15][C:14]([NH:16][O:2][C:1]([O:4][CH2:22][C:23]2[CH:28]=[CH:27][CH:26]=[CH:25][CH:24]=2)=[O:3])=[N:13][C:12]=1[CH3:17])=[O:10])[CH3:7]. The yield is 0.480.